This data is from Forward reaction prediction with 1.9M reactions from USPTO patents (1976-2016). The task is: Predict the product of the given reaction. (1) Given the reactants [O:1]1[CH2:3][C@H:2]1[C@@H:4]([NH:12][C:13](=[O:19])[O:14][C:15]([CH3:18])([CH3:17])[CH3:16])[CH2:5][C:6]1[CH:11]=[CH:10][CH:9]=[CH:8][CH:7]=1.C(OCC)(=O)CC(OCC)=O.[O-:31][CH2:32][CH3:33].[Na+], predict the reaction product. The product is: [O:31]=[C:32]1[O:1][C@H:2]([C@@H:4]([NH:12][C:13](=[O:19])[O:14][C:15]([CH3:18])([CH3:17])[CH3:16])[CH2:5][C:6]2[CH:7]=[CH:8][CH:9]=[CH:10][CH:11]=2)[CH2:3][CH2:33]1. (2) The product is: [O:5]1[CH:25]=[CH:21][CH:22]=[C:3]1[CH2:2][N:14]([CH2:25][C:21]1[N:20]([C:16]2[S:15][CH:19]=[CH:18][N:17]=2)[CH:24]=[CH:23][CH:22]=1)[CH2:13][C:9]1[N:20]([C:16]2[S:15][CH:19]=[CH:18][N:17]=2)[CH:12]=[CH:11][CH:10]=1. Given the reactants F[C:2](F)(F)[C:3]([O-:5])=O.O1[CH:12]=[CH:11][CH:10]=[C:9]1[CH2:13][NH2:14].[S:15]1[CH:19]=[CH:18][N:17]=[C:16]1[N:20]1[CH:24]=[CH:23][CH:22]=[C:21]1[CH:25]=O, predict the reaction product. (3) Given the reactants [F:1][C:2]1[CH:7]=[CH:6][C:5]([C:8](=O)[CH2:9][C:10]([C:12]2[CH:17]=[CH:16][CH:15]=[CH:14][CH:13]=2)=O)=[CH:4][C:3]=1[CH3:19].[NH2:20][NH2:21], predict the reaction product. The product is: [F:1][C:2]1[CH:7]=[CH:6][C:5]([C:8]2[CH:9]=[C:10]([C:12]3[CH:17]=[CH:16][CH:15]=[CH:14][CH:13]=3)[NH:21][N:20]=2)=[CH:4][C:3]=1[CH3:19]. (4) Given the reactants [CH:1](=[O:10])[C:2]1[C:3]([O:8][CH3:9])=[CH:4][CH:5]=[CH:6][CH:7]=1.[S:11]([CH2:21][N+:22]#[C-:23])([C:14]1[CH:20]=[CH:19][C:17]([CH3:18])=[CH:16][CH:15]=1)(=[O:13])=[O:12].[C-]#N.[Na+], predict the reaction product. The product is: [CH3:9][O:8][C:3]1[CH:4]=[CH:5][CH:6]=[CH:7][C:2]=1[C@H:1]1[O:10][CH:23]=[N:22][C@@H:21]1[S:11]([C:14]1[CH:20]=[CH:19][C:17]([CH3:18])=[CH:16][CH:15]=1)(=[O:13])=[O:12].